Dataset: Forward reaction prediction with 1.9M reactions from USPTO patents (1976-2016). Task: Predict the product of the given reaction. (1) Given the reactants [CH:1]1[C:10]2[C:5](=[CH:6][CH:7]=[CH:8][CH:9]=2)[CH:4]=[CH:3][C:2]=1[CH:11]1[CH2:16][NH:15][CH2:14][CH2:13][NH:12]1.Cl[C:18]1[C:27]2[C:22](=[CH:23][C:24]([O:30][CH3:31])=[C:25]([O:28][CH3:29])[CH:26]=2)[N:21]=[CH:20][N:19]=1, predict the reaction product. The product is: [CH3:29][O:28][C:25]1[CH:26]=[C:27]2[C:22](=[CH:23][C:24]=1[O:30][CH3:31])[N:21]=[CH:20][N:19]=[C:18]2[N:15]1[CH2:14][CH2:13][NH:12][CH:11]([C:2]2[CH:3]=[CH:4][C:5]3[C:10](=[CH:9][CH:8]=[CH:7][CH:6]=3)[CH:1]=2)[CH2:16]1. (2) Given the reactants [F:1][C:2]1[CH:7]=[CH:6][C:5]([NH:8][C:9]2[C:10]3[C:17]([CH3:18])=[C:16]([C:19]([NH2:21])=O)[S:15][C:11]=3[N:12]=[CH:13][N:14]=2)=[C:4]([O:22][CH:23]2[CH2:28][CH2:27][O:26][CH2:25][CH2:24]2)[CH:3]=1.FC(F)(F)C(OC(=O)C(F)(F)F)=O, predict the reaction product. The product is: [F:1][C:2]1[CH:7]=[CH:6][C:5]([NH:8][C:9]2[C:10]3[C:17]([CH3:18])=[C:16]([C:19]#[N:21])[S:15][C:11]=3[N:12]=[CH:13][N:14]=2)=[C:4]([O:22][CH:23]2[CH2:24][CH2:25][O:26][CH2:27][CH2:28]2)[CH:3]=1. (3) The product is: [F:17][C:13]1[CH:12]=[C:11]2[C:16]([C:8]([C:5]3[CH:4]=[CH:3][C:2]([N:31]4[CH2:32][CH2:33][CH:28]([NH2:27])[CH2:29][CH2:30]4)=[N:7][CH:6]=3)=[CH:9][N:10]2[S:18]([C:21]2[CH:26]=[CH:25][CH:24]=[CH:23][CH:22]=2)(=[O:20])=[O:19])=[CH:15][CH:14]=1. Given the reactants Cl[C:2]1[N:7]=[CH:6][C:5]([C:8]2[C:16]3[C:11](=[CH:12][C:13]([F:17])=[CH:14][CH:15]=3)[N:10]([S:18]([C:21]3[CH:26]=[CH:25][CH:24]=[CH:23][CH:22]=3)(=[O:20])=[O:19])[CH:9]=2)=[CH:4][CH:3]=1.[NH2:27][CH:28]1[CH2:33][CH2:32][N:31](C(OC(C)(C)C)=O)[CH2:30][CH2:29]1, predict the reaction product. (4) Given the reactants [F:1][C:2]1[CH:9]=[CH:8][C:5]([CH2:6]O)=[CH:4][C:3]=1[N+:10]([O-:12])=[O:11].[Br:13][Si](C)(C)C, predict the reaction product. The product is: [F:1][C:2]1[CH:9]=[CH:8][C:5]([CH2:6][Br:13])=[CH:4][C:3]=1[N+:10]([O-:12])=[O:11].